From a dataset of Forward reaction prediction with 1.9M reactions from USPTO patents (1976-2016). Predict the product of the given reaction. (1) The product is: [C:7]([C:9]1[CH:14]=[CH:13][CH:12]=[CH:11][CH:10]=1)(=[O:8])[C:4]1[CH:5]=[CH:6][CH:1]=[CH:2][CH:3]=1. Given the reactants [CH:1]1[CH:6]=[CH:5][C:4]([C:7]([C:9]2[CH:14]=[CH:13][C:12](N3C(=O)C=CC3=O)=[CH:11][CH:10]=2)=[O:8])=[CH:3][CH:2]=1.C(N(CC(O)=O)CC(O)=O)COCCOCCN(CC(O)=O)CC(O)=O.Cl.C(CCP(CCC(O)=O)CCC(O)=O)(O)=O, predict the reaction product. (2) Given the reactants [F:1][C:2]1[CH:7]=[C:6]([CH3:8])[C:5]([S:9][CH2:10][C:11]([F:14])([F:13])[F:12])=[CH:4][C:3]=1[N:15]1[C:19]([NH:20][CH:21]=[O:22])=[CH:18][C:17]([O:23][CH2:24][C:25]([F:34])([F:33])[C:26]([F:32])([F:31])[C:27]([F:30])([F:29])[F:28])=[N:16]1.ClC1C=CC=C(C(OO)=[O:43])C=1, predict the reaction product. The product is: [F:1][C:2]1[CH:7]=[C:6]([CH3:8])[C:5]([S:9]([CH2:10][C:11]([F:14])([F:13])[F:12])=[O:43])=[CH:4][C:3]=1[N:15]1[C:19]([NH:20][CH:21]=[O:22])=[CH:18][C:17]([O:23][CH2:24][C:25]([F:34])([F:33])[C:26]([F:31])([F:32])[C:27]([F:30])([F:29])[F:28])=[N:16]1. (3) Given the reactants [OH-].[K+].[CH2:3]([O:5][C:6](=O)[CH2:7][CH:8]1[C:13](=[O:14])[N:12]([CH2:15][CH2:16][CH2:17][N:18]2[CH2:23][CH2:22][CH2:21][CH2:20][CH2:19]2)[CH2:11][CH2:10][N:9]1[C:24](=[O:35])/[CH:25]=[CH:26]/[C:27]1[CH:32]=[CH:31][C:30]([Cl:33])=[C:29]([Cl:34])[CH:28]=1)C.[ClH:37].[CH3:38][NH:39][CH3:40].CN1CC[O:45]CC1.F[P-](F)(F)(F)(F)F.N1(OC(N(C)C)=[N+](C)C)C2N=CC=CC=2N=N1, predict the reaction product. The product is: [Cl:37][CH2:29][Cl:34].[CH3:3][OH:5].[OH-:45].[NH4+:9].[Cl:34][C:29]1[CH:28]=[C:27](/[CH:26]=[CH:25]/[C:24]([N:9]2[CH2:10][CH2:11][N:12]([CH2:15][CH2:16][CH2:17][N:18]3[CH2:19][CH2:20][CH2:21][CH2:22][CH2:23]3)[C:13](=[O:14])[CH:8]2[CH2:7][C:6]([N:39]([CH3:40])[CH3:38])=[O:5])=[O:35])[CH:32]=[CH:31][C:30]=1[Cl:33]. (4) Given the reactants Br[C:2]1[C:3]([O:16][CH2:17][CH2:18][CH3:19])=[C:4]2[C:9](=[CH:10][CH:11]=1)[N:8]([C:12](=[O:14])[CH3:13])[C@@H:7]([CH3:15])[CH2:6][CH2:5]2.[B:20]1([B:20]2[O:24][C:23]([CH3:26])([CH3:25])[C:22]([CH3:28])([CH3:27])[O:21]2)[O:24][C:23]([CH3:26])([CH3:25])[C:22]([CH3:28])([CH3:27])[O:21]1.C([O-])(=O)C.[K+].ClCCl, predict the reaction product. The product is: [CH3:15][C@H:7]1[CH2:6][CH2:5][C:4]2[C:9](=[CH:10][CH:11]=[C:2]([B:20]3[O:24][C:23]([CH3:26])([CH3:25])[C:22]([CH3:28])([CH3:27])[O:21]3)[C:3]=2[O:16][CH2:17][CH2:18][CH3:19])[N:8]1[C:12](=[O:14])[CH3:13]. (5) Given the reactants [C:1]([N:4]1[C:12]2[C:7](=[CH:8][C:9]([N+:13]([O-])=O)=[CH:10][CH:11]=2)[CH2:6][CH2:5]1)(=[O:3])[CH3:2].C(O)C, predict the reaction product. The product is: [C:1]([N:4]1[C:12]2[C:7](=[CH:8][C:9]([NH2:13])=[CH:10][CH:11]=2)[CH2:6][CH2:5]1)(=[O:3])[CH3:2]. (6) Given the reactants Cl.[NH2:2]O.[CH2:4]([N:11]1[CH2:16][CH2:15][N:14]([CH2:17][C:18]2[CH:23]=[CH:22][CH:21]=[CH:20][CH:19]=2)[CH2:13][C@@H:12]1[C:24]1[CH:31]=[CH:30][C:27]([CH:28]=O)=[CH:26][CH:25]=1)[C:5]1[CH:10]=[CH:9][CH:8]=[CH:7][CH:6]=1, predict the reaction product. The product is: [CH2:4]([N:11]1[CH2:16][CH2:15][N:14]([CH2:17][C:18]2[CH:23]=[CH:22][CH:21]=[CH:20][CH:19]=2)[CH2:13][C@@H:12]1[C:24]1[CH:31]=[CH:30][C:27]([C:28]#[N:2])=[CH:26][CH:25]=1)[C:5]1[CH:10]=[CH:9][CH:8]=[CH:7][CH:6]=1. (7) Given the reactants [CH3:1][O:2][C:3]([C:5]1[CH:9]=[C:8]([NH:10][C:11](=[O:19])[C:12]2[CH:17]=[CH:16][CH:15]=[CH:14][C:13]=2[Cl:18])[N:7](C(OC(C)(C)C)=O)[N:6]=1)=[O:4], predict the reaction product. The product is: [Cl:18][C:13]1[CH:14]=[CH:15][CH:16]=[CH:17][C:12]=1[C:11]([NH:10][C:8]1[NH:7][N:6]=[C:5]([C:3]([O:2][CH3:1])=[O:4])[CH:9]=1)=[O:19]. (8) Given the reactants [N:1]1[CH:6]=[CH:5][CH:4]=[C:3]([NH2:7])[CH:2]=1.[Br:8][C:9]1[CH:10]=[CH:11][C:12]([O:18][CH2:19][C:20]2[CH:25]=[CH:24][C:23]([Cl:26])=[CH:22][CH:21]=2)=[C:13]([CH:17]=1)[C:14](O)=[O:15].Cl.CN(C)CCCN=C=NCC.ON1C2C=CC=CC=2N=N1, predict the reaction product. The product is: [Br:8][C:9]1[CH:10]=[CH:11][C:12]([O:18][CH2:19][C:20]2[CH:25]=[CH:24][C:23]([Cl:26])=[CH:22][CH:21]=2)=[C:13]([CH:17]=1)[C:14]([NH:7][C:3]1[CH:2]=[N:1][CH:6]=[CH:5][CH:4]=1)=[O:15].